Dataset: Cav3 T-type calcium channel HTS with 100,875 compounds. Task: Binary Classification. Given a drug SMILES string, predict its activity (active/inactive) in a high-throughput screening assay against a specified biological target. (1) The drug is Clc1c(NC(C(C)C)C(OCC(=O)Nc2noc(c2)C)=O)ccc(c1)C(F)(F)F. The result is 1 (active). (2) The molecule is O=C1N(C(=O)NC1(C)C)CCOCCOc1ccccc1. The result is 0 (inactive). (3) The compound is Oc1c(c2[nH]c3c(c2)cccc3)cc(cc1)C. The result is 0 (inactive). (4) The molecule is O=C(Nc1ccccc1)c1n(CCN(C)C)c2c(c1)cccc2. The result is 0 (inactive). (5) The molecule is S(=O)(=O)(Cc1oc(cc1)C(=O)NCc1occc1)c1ccc(OC)cc1. The result is 0 (inactive). (6) The compound is O=C(Nc1ccc(C(C)C)cc1)C(N1CCN(CC1)C(=O)c1occc1)c1ccccc1. The result is 0 (inactive). (7) The molecule is O1CCN(C=2/C(CCC2/C=N\NC2=c3c(=NC2=O)cccc3)=C\c2ccccc2)CC1. The result is 0 (inactive). (8) The compound is S(=O)(=O)(N1CCC(CC1)C)c1cc2oc(=O)n(c2cc1)CC(=O)Nc1cc(c(cc1)C)C. The result is 1 (active). (9) The drug is O1C(CN(C(C(=O)NC2CCCCC2)c2ccc(O)cc2)C(=O)C2Oc3c(OC2)cccc3)CCC1. The result is 1 (active).